Dataset: Full USPTO retrosynthesis dataset with 1.9M reactions from patents (1976-2016). Task: Predict the reactants needed to synthesize the given product. (1) Given the product [CH3:20][C:21]1[CH:26]=[C:25]([CH3:27])[CH:24]=[CH:23][C:22]=1[N:28]1[CH2:29][CH2:30][N:31]([C:11]([C:10]2[CH:14]=[CH:15][C:7]([N:3]3[CH2:4][CH2:5][CH2:6][S:2]3(=[O:1])=[O:19])=[CH:8][C:9]=2[N+:16]([O-:18])=[O:17])=[O:13])[CH2:32][CH2:33]1, predict the reactants needed to synthesize it. The reactants are: [O:1]=[S:2]1(=[O:19])[CH2:6][CH2:5][CH2:4][N:3]1[C:7]1[CH:15]=[CH:14][C:10]([C:11]([OH:13])=O)=[C:9]([N+:16]([O-:18])=[O:17])[CH:8]=1.[CH3:20][C:21]1[CH:26]=[C:25]([CH3:27])[CH:24]=[CH:23][C:22]=1[N:28]1[CH2:33][CH2:32][NH:31][CH2:30][CH2:29]1. (2) Given the product [CH3:1][N:2]1[CH2:7][CH2:6][N:5]([C:8]([O:10][C:11]2[C:12]3[CH:61]=[CH:60][CH:59]=[CH:58][C:13]=3[C:14]3[C@H:15]([CH2:56][Cl:57])[CH2:16][N:17]([C:20](=[O:55])[CH2:21][CH2:22][CH2:23][CH2:24][CH2:25][O:26][C:27]4[CH:32]=[C:31]([NH2:33])[C:30]([C:41]([N:43]5[CH2:47][CH2:46][CH2:45][C@H:44]5[CH2:48][O:49][C:50](=[O:52])[CH3:51])=[O:42])=[CH:29][C:28]=4[O:53][CH3:54])[C:18]=3[CH:19]=2)=[O:9])[CH2:4][CH2:3]1, predict the reactants needed to synthesize it. The reactants are: [CH3:1][N:2]1[CH2:7][CH2:6][N:5]([C:8]([O:10][C:11]2[C:12]3[CH:61]=[CH:60][CH:59]=[CH:58][C:13]=3[C:14]3[C@H:15]([CH2:56][Cl:57])[CH2:16][N:17]([C:20](=[O:55])[CH2:21][CH2:22][CH2:23][CH2:24][CH2:25][O:26][C:27]4[CH:32]=[C:31]([NH:33]C(OC(C)(C)C)=O)[C:30]([C:41]([N:43]5[CH2:47][CH2:46][CH2:45][C@H:44]5[CH2:48][O:49][C:50](=[O:52])[CH3:51])=[O:42])=[CH:29][C:28]=4[O:53][CH3:54])[C:18]=3[CH:19]=2)=[O:9])[CH2:4][CH2:3]1.C(O)(C(F)(F)F)=O.C([O-])(O)=O.[Na+].O. (3) Given the product [CH3:6][CH:4]1[N:15]([CH2:14][CH2:13][N:12]([CH3:16])[CH3:11])[C:1](=[O:8])[CH2:2][CH2:3]1, predict the reactants needed to synthesize it. The reactants are: [C:1]([O:8]CC)(=O)[CH2:2][CH2:3][C:4]([CH3:6])=O.[CH3:11][N:12]([CH3:16])[CH2:13][CH2:14][NH2:15]. (4) The reactants are: C([S:4][CH2:5][CH2:6][C:7]1[C:15]2[C:10](=[CH:11][CH:12]=[CH:13][CH:14]=2)[N:9]([C:16]2[CH:21]=[CH:20][CH:19]=[CH:18][CH:17]=2)[C:8]=1[C:22]([O:24]C)=[O:23])(=O)C.[OH-].[K+]. Given the product [SH:4][CH2:5][CH2:6][C:7]1[C:15]2[C:10](=[CH:11][CH:12]=[CH:13][CH:14]=2)[N:9]([C:16]2[CH:21]=[CH:20][CH:19]=[CH:18][CH:17]=2)[C:8]=1[C:22]([OH:24])=[O:23], predict the reactants needed to synthesize it. (5) Given the product [CH:1]1([N:5]2[CH2:6][CH2:7][C:8]3[CH:15]=[CH:14][C:13]([O:16][C:18]4[N:23]=[CH:22][C:21]([C:24](=[O:26])[CH3:25])=[CH:20][CH:19]=4)=[CH:12][C:9]=3[CH2:10][CH2:11]2)[CH2:4][CH2:3][CH2:2]1, predict the reactants needed to synthesize it. The reactants are: [CH:1]1([N:5]2[CH2:11][CH2:10][C:9]3[CH:12]=[C:13]([OH:16])[CH:14]=[CH:15][C:8]=3[CH2:7][CH2:6]2)[CH2:4][CH2:3][CH2:2]1.Cl[C:18]1[N:23]=[CH:22][C:21]([C:24](=[O:26])[CH3:25])=[CH:20][CH:19]=1.C1(C2NCC3C=CC(OC4C=CC(C#N)=CN=4)=CC=3CC2)CCC1. (6) Given the product [NH2:1][C:2]1[C:7]([O:8][CH:9]2[C:13]3([CH2:14][CH2:15]3)[CH2:12][N:11]([C:16]([O:18][C:19]([CH3:20])([CH3:21])[CH3:22])=[O:17])[CH2:10]2)=[CH:6][C:5]([C:23](=[O:25])[NH:28][CH3:27])=[CH:4][N:3]=1, predict the reactants needed to synthesize it. The reactants are: [NH2:1][C:2]1[C:7]([O:8][CH:9]2[C:13]3([CH2:15][CH2:14]3)[CH2:12][N:11]([C:16]([O:18][C:19]([CH3:22])([CH3:21])[CH3:20])=[O:17])[CH2:10]2)=[CH:6][C:5]([C:23]([O:25]C)=O)=[CH:4][N:3]=1.[CH3:27][NH2:28]. (7) The reactants are: [Cl:1][C:2]1[CH:7]=[CH:6][CH:5]=[C:4]([Cl:8])[C:3]=1[C:9](Cl)=[N:10][OH:11].[Cl:13][CH:14]([Cl:26])[C:15]([NH:17][C:18]1[CH:23]=[CH:22][CH:21]=[CH:20][C:19]=1[C:24]#[CH:25])=[O:16]. Given the product [Cl:13][CH:14]([Cl:26])[C:15]([NH:17][C:18]1[CH:23]=[CH:22][CH:21]=[CH:20][C:19]=1[C:24]1[O:11][N:10]=[C:9]([C:3]2[C:2]([Cl:1])=[CH:7][CH:6]=[CH:5][C:4]=2[Cl:8])[CH:25]=1)=[O:16], predict the reactants needed to synthesize it. (8) Given the product [C:3]([O:7][C:8](=[O:28])[NH:9][C@:10]1([C:15]([NH:17][S:18]([C:21]2[CH:26]=[CH:25][CH:24]=[CH:23][C:22]=2[NH:27][CH3:29])(=[O:20])=[O:19])=[O:16])[CH2:12][C@H:11]1[CH:13]=[CH2:14])([CH3:4])([CH3:5])[CH3:6], predict the reactants needed to synthesize it. The reactants are: CI.[C:3]([O:7][C:8](=[O:28])[NH:9][C@:10]1([C:15]([NH:17][S:18]([C:21]2[CH:26]=[CH:25][CH:24]=[CH:23][C:22]=2[NH2:27])(=[O:20])=[O:19])=[O:16])[CH2:12][C@H:11]1[CH:13]=[CH2:14])([CH3:6])([CH3:5])[CH3:4].[C:29]([O-])([O-])=O.[K+].[K+].